This data is from Full USPTO retrosynthesis dataset with 1.9M reactions from patents (1976-2016). The task is: Predict the reactants needed to synthesize the given product. (1) The reactants are: [CH:1]([N:4]1[CH:8]=[N:7][N:6]=[C:5]1[C:9]1[S:10][C:11]2[CH2:12][CH2:13][O:14][C:15]3[CH:22]=[C:21]([C:23](O)=[O:24])[CH:20]=[CH:19][C:16]=3[C:17]=2[N:18]=1)([CH3:3])[CH3:2].C(Cl)(=O)C(Cl)=O.[NH2:32][C:33]1[CH:37]=[CH:36][O:35][N:34]=1.C(N(CC)CC)C.C(=O)(O)[O-].[Na+]. Given the product [O:35]1[CH:36]=[CH:37][C:33]([NH:32][C:23]([C:21]2[CH:20]=[CH:19][C:16]3[C:17]4[N:18]=[C:9]([C:5]5[N:4]([CH:1]([CH3:3])[CH3:2])[CH:8]=[N:7][N:6]=5)[S:10][C:11]=4[CH2:12][CH2:13][O:14][C:15]=3[CH:22]=2)=[O:24])=[N:34]1, predict the reactants needed to synthesize it. (2) Given the product [CH:26]1([NH:29][C:4]([C:6]2[N:7]=[N:8][C:9]([O:12][CH2:13][C:14]3[C:15]([C:20]4[CH:21]=[CH:22][N:23]=[CH:24][CH:25]=4)=[N:16][O:17][C:18]=3[CH3:19])=[CH:10][CH:11]=2)=[O:5])[CH2:28][CH2:27]1, predict the reactants needed to synthesize it. The reactants are: C(O[C:4]([C:6]1[N:7]=[N:8][C:9]([O:12][CH2:13][C:14]2[C:15]([C:20]3[CH:25]=[CH:24][N:23]=[CH:22][CH:21]=3)=[N:16][O:17][C:18]=2[CH3:19])=[CH:10][CH:11]=1)=[O:5])C.[CH:26]1([NH2:29])[CH2:28][CH2:27]1. (3) Given the product [F:18][C:16]1[CH:15]=[N:14][CH:13]=[C:12]([C@H:8]2[CH2:9][CH2:10][CH2:11][NH:7]2)[CH:17]=1, predict the reactants needed to synthesize it. The reactants are: C([S@@]([N:7]1[CH2:11][CH2:10][CH2:9][C@@H:8]1[C:12]1[CH:13]=[N:14][CH:15]=[C:16]([F:18])[CH:17]=1)=O)(C)(C)C.Cl. (4) The reactants are: [Cl:1][C:2]1[C:3]([OH:21])=[C:4]([NH:12][C:13](=O)[C:14]2[CH:19]=[CH:18][N:17]=[CH:16][CH:15]=2)[CH:5]=[C:6]([C:8]([F:11])([F:10])[F:9])[CH:7]=1.O1CCCC1.C1(P(C2C=CC=CC=2)C2C=CC=CC=2)C=CC=CC=1.N(C(OCC)=O)=NC(OCC)=O. Given the product [N:17]1[CH:16]=[CH:15][C:14]([C:13]2[O:21][C:3]3[C:2]([Cl:1])=[CH:7][C:6]([C:8]([F:9])([F:10])[F:11])=[CH:5][C:4]=3[N:12]=2)=[CH:19][CH:18]=1, predict the reactants needed to synthesize it.